Dataset: Reaction yield outcomes from USPTO patents with 853,638 reactions. Task: Predict the reaction yield, written as a fraction of the theoretical maximum amount of product (1.0 means a 100% yield; for example, 0.34 means a 34% yield). (1) The reactants are COC1C=CC([C@@H:9]([N:11]([CH2:22][C:23]2[N:24]=[C:25]3[CH:30]=[CH:29][CH:28]=[C:27]([N:31]4[CH2:36][CH2:35][N:34]([CH3:37])[CH2:33][CH2:32]4)[N:26]3[CH:38]=2)[C@@H:12]2[C:21]3[N:20]=[CH:19][CH:18]=[CH:17][C:16]=3[CH2:15][CH2:14][CH2:13]2)[CH3:10])=CC=1.[CH:39]([C:42]1[CH:49]=[CH:48]C(C=O)=[CH:44][CH:43]=1)([CH3:41])[CH3:40]. No catalyst specified. The product is [CH3:40][CH:39]([C:42]1[CH:49]=[CH:48][C:10]([CH2:9][N:11]([CH2:22][C:23]2[N:24]=[C:25]3[CH:30]=[CH:29][CH:28]=[C:27]([N:31]4[CH2:32][CH2:33][N:34]([CH3:37])[CH2:35][CH2:36]4)[N:26]3[CH:38]=2)[C@@H:12]2[C:21]3[N:20]=[CH:19][CH:18]=[CH:17][C:16]=3[CH2:15][CH2:14][CH2:13]2)=[CH:44][CH:43]=1)[CH3:41]. The yield is 0.600. (2) The reactants are [Br:1][C:2]1[C:3]([OH:17])=[CH:4][C:5]2[C:6]([CH3:16])([CH3:15])[CH2:7][CH:8]=[C:9]([CH:12]([CH3:14])[CH3:13])[C:10]=2[CH:11]=1.I[CH2:19][CH2:20][CH3:21]. No catalyst specified. The product is [Br:1][C:2]1[CH:11]=[C:10]2[C:5](=[CH:4][C:3]=1[O:17][CH2:19][CH2:20][CH3:21])[C:6]([CH3:15])([CH3:16])[CH2:7][CH:8]=[C:9]2[CH:12]([CH3:13])[CH3:14]. The yield is 0.700.